From a dataset of Catalyst prediction with 721,799 reactions and 888 catalyst types from USPTO. Predict which catalyst facilitates the given reaction. Reactant: [CH3:1][C:2]1([CH3:10])[CH2:7][CH:6]([CH:8]=[O:9])[CH2:5][CH2:4][O:3]1.[BH4-].[Na+]. Product: [CH3:1][C:2]1([CH3:10])[CH2:7][CH:6]([CH2:8][OH:9])[CH2:5][CH2:4][O:3]1. The catalyst class is: 5.